From a dataset of Full USPTO retrosynthesis dataset with 1.9M reactions from patents (1976-2016). Predict the reactants needed to synthesize the given product. The reactants are: [F:1][CH:2]([F:25])[O:3][C:4]1[CH:13]=[C:12]2[C:7]([C:8](=O)[CH2:9][C@H:10]([C:14]3[CH:15]=[C:16]([CH:21]=[CH:22][CH:23]=3)[C:17]([O:19][CH3:20])=[O:18])[O:11]2)=[CH:6][CH:5]=1.Cl.[CH3:27][O:28][NH2:29].C([O-])(=O)C.[Na+]. Given the product [F:1][CH:2]([F:25])[O:3][C:4]1[CH:13]=[C:12]2[C:7]([C:8](=[N:29][O:28][CH3:27])[CH2:9][C@H:10]([C:14]3[CH:15]=[C:16]([CH:21]=[CH:22][CH:23]=3)[C:17]([O:19][CH3:20])=[O:18])[O:11]2)=[CH:6][CH:5]=1, predict the reactants needed to synthesize it.